From a dataset of NCI-60 drug combinations with 297,098 pairs across 59 cell lines. Regression. Given two drug SMILES strings and cell line genomic features, predict the synergy score measuring deviation from expected non-interaction effect. (1) Drug 1: C1=CC(=CC=C1CCC2=CNC3=C2C(=O)NC(=N3)N)C(=O)NC(CCC(=O)O)C(=O)O. Drug 2: C1=NC2=C(N=C(N=C2N1C3C(C(C(O3)CO)O)F)Cl)N. Cell line: OVCAR-8. Synergy scores: CSS=39.9, Synergy_ZIP=-12.8, Synergy_Bliss=-15.8, Synergy_Loewe=-12.2, Synergy_HSA=-8.31. (2) Drug 1: CS(=O)(=O)OCCCCOS(=O)(=O)C. Drug 2: B(C(CC(C)C)NC(=O)C(CC1=CC=CC=C1)NC(=O)C2=NC=CN=C2)(O)O. Cell line: MDA-MB-231. Synergy scores: CSS=33.5, Synergy_ZIP=-0.950, Synergy_Bliss=-0.563, Synergy_Loewe=-34.2, Synergy_HSA=-0.447. (3) Drug 1: CC1=C2C(C(=O)C3(C(CC4C(C3C(C(C2(C)C)(CC1OC(=O)C(C(C5=CC=CC=C5)NC(=O)OC(C)(C)C)O)O)OC(=O)C6=CC=CC=C6)(CO4)OC(=O)C)OC)C)OC. Drug 2: CC(C)NC(=O)C1=CC=C(C=C1)CNNC.Cl. Cell line: HOP-92. Synergy scores: CSS=27.4, Synergy_ZIP=-0.707, Synergy_Bliss=-0.775, Synergy_Loewe=-26.1, Synergy_HSA=1.04.